Predict the reaction yield, written as a fraction of the theoretical maximum amount of product (1.0 means a 100% yield; for example, 0.34 means a 34% yield). From a dataset of Reaction yield outcomes from USPTO patents with 853,638 reactions. (1) The reactants are [Br:1][C:2]1[CH:3]=[C:4](I)[CH:5]=[CH:6][CH:7]=1.[C:9]1(B(O)O)[C:22]2[CH:21]=[CH:20][C:19]3[C:14](=[CH:15][CH:16]=[CH:17][CH:18]=3)[C:13]=2[CH:12]=[CH:11][CH:10]=1.C(=O)([O-])[O-].[Na+].[Na+]. The catalyst is C1(C)C=CC=CC=1. The product is [Br:1][C:2]1[CH:3]=[C:4]([C:21]2[C:22]3[C:13]([C:14]4[CH:15]=[CH:16][CH:17]=[CH:18][C:19]=4[CH:20]=2)=[CH:12][CH:11]=[CH:10][CH:9]=3)[CH:5]=[CH:6][CH:7]=1. The yield is 0.850. (2) The reactants are FC(F)(F)C(O)=O.[CH2:8]([N:14]([CH3:30])[C:15]([C@@H:17]1[CH2:21][C@@H:20]([OH:22])[CH2:19][N:18]1C(OC(C)(C)C)=O)=[O:16])[CH2:9][CH2:10][CH2:11][CH:12]=[CH2:13]. The catalyst is C(Cl)Cl. The product is [CH2:8]([N:14]([CH3:30])[C:15]([C@@H:17]1[CH2:21][C@@H:20]([OH:22])[CH2:19][NH:18]1)=[O:16])[CH2:9][CH2:10][CH2:11][CH:12]=[CH2:13]. The yield is 1.00.